The task is: Predict the reaction yield, written as a fraction of the theoretical maximum amount of product (1.0 means a 100% yield; for example, 0.34 means a 34% yield).. This data is from Reaction yield outcomes from USPTO patents with 853,638 reactions. (1) The reactants are CC(C)(C)[C@H](NC(=O)[C@@H](NC)C)C(N1[C@H](C(=O)N[C@H]2C3C(=CC=CC=3)CCC2)C[C@H](NC(C2C=CC(CNC3C=CC(C[C@H](NC(=O)[C@@H](NC)C)C(N4[C@H](C(N[C@H]5C6C(=CC=CC=6)CCC5)=O)CC5C(=CC=CC=5)C4)=O)=CC=3)=CC=2)=O)C1)=O.[C:84]([O:88][C:89]([N:91]([CH3:143])[C@@H:92]([CH3:142])[C:93]([NH:95][C@H:96]([C:117](=[O:141])[N:118]1[C@H:127]([C:128](=[O:140])[NH:129][C@H:130]2[C:139]3[C:134](=[CH:135][CH:136]=[CH:137][CH:138]=3)[CH2:133][CH2:132][CH2:131]2)[CH2:126][C:125]2[C:120](=[CH:121][CH:122]=[CH:123][CH:124]=2)[CH2:119]1)[CH2:97][C:98]1[CH:103]=[CH:102][C:101]([N:104]([CH2:106][C:107]2[CH:116]=[CH:115][C:110]([C:111]([O:113]C)=[O:112])=[CH:109][CH:108]=2)[CH3:105])=[CH:100][CH:99]=1)=[O:94])=[O:90])([CH3:87])([CH3:86])[CH3:85]. No catalyst specified. The product is [C:84]([O:88][C:89]([N:91]([CH3:143])[C@@H:92]([CH3:142])[C:93]([NH:95][C@H:96]([C:117](=[O:141])[N:118]1[C@H:127]([C:128](=[O:140])[NH:129][C@H:130]2[C:139]3[C:134](=[CH:135][CH:136]=[CH:137][CH:138]=3)[CH2:133][CH2:132][CH2:131]2)[CH2:126][C:125]2[C:120](=[CH:121][CH:122]=[CH:123][CH:124]=2)[CH2:119]1)[CH2:97][C:98]1[CH:99]=[CH:100][C:101]([N:104]([CH2:106][C:107]2[CH:116]=[CH:115][C:110]([C:111]([OH:113])=[O:112])=[CH:109][CH:108]=2)[CH3:105])=[CH:102][CH:103]=1)=[O:94])=[O:90])([CH3:86])([CH3:87])[CH3:85]. The yield is 0.350. (2) The reactants are [Cl:1][C:2]1[CH:7]=[CH:6][C:5]([C:8](=[CH2:13])[C:9]([O:11][CH3:12])=[O:10])=[CH:4][CH:3]=1.[CH:14]([NH2:17])([CH3:16])[CH3:15].[CH3:18][C:19]([O:22][C:23](O[C:23]([O:22][C:19]([CH3:21])([CH3:20])[CH3:18])=[O:24])=[O:24])([CH3:21])[CH3:20]. The catalyst is C1COCC1. The product is [C:19]([O:22][C:23]([N:17]([CH:14]([CH3:16])[CH3:15])[CH2:13][CH:8]([C:5]1[CH:4]=[CH:3][C:2]([Cl:1])=[CH:7][CH:6]=1)[C:9]([O:11][CH3:12])=[O:10])=[O:24])([CH3:21])([CH3:20])[CH3:18]. The yield is 0.940.